From a dataset of Forward reaction prediction with 1.9M reactions from USPTO patents (1976-2016). Predict the product of the given reaction. Given the reactants [C:1]([O:5][C:6]([NH:8][C@H:9]([C:30]([O:32][CH3:33])=[O:31])[CH2:10][C:11]1[CH:16]=[CH:15][C:14]([CH2:17][CH2:18][CH2:19][C:20]2[CH:29]=[CH:28][C:27]3[C:22](=[N:23][CH:24]=[CH:25][CH:26]=3)[N:21]=2)=[CH:13][CH:12]=1)=[O:7])([CH3:4])([CH3:3])[CH3:2], predict the reaction product. The product is: [C:1]([O:5][C:6]([NH:8][C@H:9]([C:30]([O:32][CH3:33])=[O:31])[CH2:10][C:11]1[CH:16]=[CH:15][C:14]([CH2:17][CH2:18][CH2:19][C:20]2[CH:29]=[CH:28][C:27]3[CH2:26][CH2:25][CH2:24][NH:23][C:22]=3[N:21]=2)=[CH:13][CH:12]=1)=[O:7])([CH3:4])([CH3:3])[CH3:2].